From a dataset of Full USPTO retrosynthesis dataset with 1.9M reactions from patents (1976-2016). Predict the reactants needed to synthesize the given product. (1) Given the product [NH2:51][C:23]([C:21]1[CH:20]=[CH:19][C:18]2[N:12]([CH2:11][CH2:10][CH2:9][CH2:8][C:6]([OH:5])=[O:7])[C:13](=[O:43])[C@H:14]([C:36]3[CH:41]=[CH:40][C:39]([Cl:42])=[CH:38][CH:37]=3)[N:15]([C@@H:27]([C:29]3[CH:34]=[CH:33][C:32]([Cl:35])=[CH:31][CH:30]=3)[CH3:28])[C:16](=[O:26])[C:17]=2[CH:22]=1)=[O:25], predict the reactants needed to synthesize it. The reactants are: C([O:5][C:6]([CH2:8][CH2:9][CH2:10][CH2:11][N:12]1[C:18]2[CH:19]=[CH:20][C:21]([C:23]([OH:25])=O)=[CH:22][C:17]=2[C:16](=[O:26])[N:15]([C@@H:27]([C:29]2[CH:34]=[CH:33][C:32]([Cl:35])=[CH:31][CH:30]=2)[CH3:28])[C@@H:14]([C:36]2[CH:41]=[CH:40][C:39]([Cl:42])=[CH:38][CH:37]=2)[C:13]1=[O:43])=[O:7])(C)(C)C.F[P-](F)(F)(F)(F)F.[N:51]1(OC(N(C)C)=[N+](C)C)C2N=CC=CC=2N=N1.C1C=CC2N(O)N=NC=2C=1.[Cl-].[NH4+].[Na].[OH-].[Na+]. (2) Given the product [CH:1]1([C:7]2[CH:20]=[CH:19][C:10]([O:11][CH2:12][CH:13]3[O:17][C:16]4=[N:18][C:25](=[O:26])[CH:24]=[C:23]([C:22]([F:31])([F:30])[F:21])[N:15]4[CH2:14]3)=[CH:9][CH:8]=2)[CH2:2][CH2:3][CH2:4][CH2:5][CH2:6]1, predict the reactants needed to synthesize it. The reactants are: [CH:1]1([C:7]2[CH:20]=[CH:19][C:10]([O:11][CH2:12][CH:13]3[O:17][C:16]([NH2:18])=[N:15][CH2:14]3)=[CH:9][CH:8]=2)[CH2:6][CH2:5][CH2:4][CH2:3][CH2:2]1.[F:21][C:22]([F:31])([F:30])[C:23]#[C:24][C:25](OCC)=[O:26]. (3) Given the product [O:20]1[CH:24]=[CH:23][CH:22]=[C:21]1[C:2]1[N:7]2[N:8]=[C:9]([NH:11][C:12](=[O:19])[C:13]3[CH:18]=[CH:17][CH:16]=[CH:15][CH:14]=3)[N:10]=[C:6]2[CH:5]=[CH:4][CH:3]=1, predict the reactants needed to synthesize it. The reactants are: Br[C:2]1[N:7]2[N:8]=[C:9]([NH:11][C:12](=[O:19])[C:13]3[CH:18]=[CH:17][CH:16]=[CH:15][CH:14]=3)[N:10]=[C:6]2[CH:5]=[CH:4][CH:3]=1.[O:20]1[CH:24]=[CH:23][CH:22]=[C:21]1B(O)O. (4) Given the product [Cl:32][C:33]1[CH:43]=[CH:42][C:36]([O:37][CH2:38][C:39]([N:29]2[CH2:28][CH2:27][N:26]([CH:24]([C:11]3[N:10]([C:5]4[CH:6]=[CH:7][CH:8]=[CH:9][C:4]=4[O:3][CH2:1][CH3:2])[C:19](=[O:20])[C:18]4[C:13](=[CH:14][C:15]([N+:21]([O-:23])=[O:22])=[CH:16][CH:17]=4)[N:12]=3)[CH3:25])[CH2:31][CH2:30]2)=[O:40])=[CH:35][CH:34]=1, predict the reactants needed to synthesize it. The reactants are: [CH2:1]([O:3][C:4]1[CH:9]=[CH:8][CH:7]=[CH:6][C:5]=1[N:10]1[C:19](=[O:20])[C:18]2[C:13](=[CH:14][C:15]([N+:21]([O-:23])=[O:22])=[CH:16][CH:17]=2)[N:12]=[C:11]1[CH:24]([N:26]1[CH2:31][CH2:30][NH:29][CH2:28][CH2:27]1)[CH3:25])[CH3:2].[Cl:32][C:33]1[CH:43]=[CH:42][C:36]([O:37][CH2:38][C:39](O)=[O:40])=[CH:35][CH:34]=1.CN(C(ON1N=NC2C=CC=CC1=2)=[N+](C)C)C.[B-](F)(F)(F)F.CCN(C(C)C)C(C)C. (5) The reactants are: [CH3:1][N:2]([CH3:13])[C:3]1[CH:8]=[CH:7][C:6]([S:9](O)(=[O:11])=[O:10])=[CH:5][CH:4]=1.P(Cl)(Cl)(Cl)(Cl)[Cl:15]. Given the product [CH3:1][N:2]([CH3:13])[C:3]1[CH:8]=[CH:7][C:6]([S:9]([Cl:15])(=[O:11])=[O:10])=[CH:5][CH:4]=1, predict the reactants needed to synthesize it. (6) Given the product [Cl:12][C:9]1[CH:8]=[CH:7][C:6]([C@@H:2]([NH:1][C:39]([C:21]2([NH:20][C:18](=[O:19])[O:17][C:13]([CH3:15])([CH3:14])[CH3:16])[CH2:22][CH2:23][N:24]([C:27]3[C:28]4[C:35]([CH:36]5[CH2:37][CH2:38]5)=[CH:34][NH:33][C:29]=4[N:30]=[CH:31][N:32]=3)[CH2:25][CH2:26]2)=[O:40])[CH2:3][CH2:4][OH:5])=[CH:11][CH:10]=1, predict the reactants needed to synthesize it. The reactants are: [NH2:1][C@H:2]([C:6]1[CH:11]=[CH:10][C:9]([Cl:12])=[CH:8][CH:7]=1)[CH2:3][CH2:4][OH:5].[C:13]([O:17][C:18]([NH:20][C:21]1([C:39](O)=[O:40])[CH2:26][CH2:25][N:24]([C:27]2[C:28]3[C:35]([CH:36]4[CH2:38][CH2:37]4)=[CH:34][NH:33][C:29]=3[N:30]=[CH:31][N:32]=2)[CH2:23][CH2:22]1)=[O:19])([CH3:16])([CH3:15])[CH3:14].CCN(C(C)C)C(C)C.F[P-](F)(F)(F)(F)F.N1(OC(N(C)C)=[N+](C)C)C2N=CC=CC=2N=N1. (7) Given the product [NH2:30][C:26]1[N:25]=[C:24]([NH:23][C:16]2[CH:17]=[C:18]3[C:22](=[C:14]([C:11]4[NH:12][C:13]5[C:9]([CH:10]=4)=[CH:8][CH:7]=[CH:6][C:5]=5[CH2:3][OH:2])[CH:15]=2)[NH:21][N:20]=[CH:19]3)[CH:29]=[CH:28][N:27]=1, predict the reactants needed to synthesize it. The reactants are: C[O:2][C:3]([C:5]1[CH:6]=[CH:7][CH:8]=[C:9]2[C:13]=1[NH:12][C:11]([C:14]1[CH:15]=[C:16]([NH:23][C:24]3[CH:29]=[CH:28][N:27]=[C:26]([NH2:30])[N:25]=3)[CH:17]=[C:18]3[C:22]=1[NH:21][N:20]=[CH:19]3)=[CH:10]2)=O.[H-].[Al+3].[Li+].[H-].[H-].[H-]. (8) Given the product [CH2:1]([O:3][C:4](=[O:16])[C:5]1[CH:13]=[C:12]([CH2:14][OH:15])[CH:11]=[C:7]([C:8]([N:18]([CH3:17])[CH2:19][CH2:20][CH3:21])=[O:10])[CH:6]=1)[CH3:2], predict the reactants needed to synthesize it. The reactants are: [CH2:1]([O:3][C:4](=[O:16])[C:5]1[CH:13]=[C:12]([CH2:14][OH:15])[CH:11]=[C:7]([C:8]([OH:10])=O)[CH:6]=1)[CH3:2].[CH3:17][NH:18][CH2:19][CH2:20][CH3:21].Cl.CN(C)CCCN=C=NCC. (9) The reactants are: C[O:2][C:3](=[O:28])[CH2:4][NH:5][C:6]1[CH:27]=[CH:26][C:9]2[C:10]3[N:14]([CH2:15][CH2:16][O:17][C:8]=2[CH:7]=1)[CH:13]=[C:12]([C:18]1[N:19]([CH:23]([CH3:25])[CH3:24])[N:20]=[CH:21][N:22]=1)[N:11]=3.O.[OH-].[Li+:31]. Given the product [Li+:31].[CH:23]([N:19]1[C:18]([C:12]2[N:11]=[C:10]3[N:14]([CH2:15][CH2:16][O:17][C:8]4[CH:7]=[C:6]([NH:5][CH2:4][C:3]([O-:28])=[O:2])[CH:27]=[CH:26][C:9]=43)[CH:13]=2)=[N:22][CH:21]=[N:20]1)([CH3:25])[CH3:24], predict the reactants needed to synthesize it. (10) Given the product [CH:17]1([N:16]2[C:11]3[C:10](=[O:24])[NH:9][C:8]([C:5]4[CH:6]=[CH:7][C:2]([NH:1][C:25](=[O:27])[CH3:26])=[CH:3][CH:4]=4)=[N:13][C:12]=3[C:14]([CH3:23])=[N:15]2)[CH2:22][CH2:21][CH2:20][CH2:19][CH2:18]1, predict the reactants needed to synthesize it. The reactants are: [NH2:1][C:2]1[CH:7]=[CH:6][C:5]([C:8]2[NH:9][C:10](=[O:24])[C:11]3[N:16]([CH:17]4[CH2:22][CH2:21][CH2:20][CH2:19][CH2:18]4)[N:15]=[C:14]([CH3:23])[C:12]=3[N:13]=2)=[CH:4][CH:3]=1.[C:25](OC(=O)C)(=[O:27])[CH3:26].C(=O)([O-])O.[Na+].